This data is from Reaction yield outcomes from USPTO patents with 853,638 reactions. The task is: Predict the reaction yield, written as a fraction of the theoretical maximum amount of product (1.0 means a 100% yield; for example, 0.34 means a 34% yield). (1) The reactants are [OH:1][NH:2][C:3]([C:5]1[CH:22]=[CH:21][C:8]2[N:9]=[C:10]([N:12]3[CH2:17][CH2:16][N:15]([CH:18]([CH3:20])[CH3:19])[CH2:14][CH2:13]3)[S:11][C:7]=2[CH:6]=1)=[NH:4].[C:23](Cl)(=O)[C:24]1[CH:29]=[CH:28][CH:27]=[CH:26][CH:25]=1. The catalyst is C(O)(=O)C. The product is [CH:18]([N:15]1[CH2:14][CH2:13][N:12]([C:10]2[S:11][C:7]3[CH:6]=[C:5]([C:3]4[N:4]=[C:23]([C:24]5[CH:29]=[CH:28][CH:27]=[CH:26][CH:25]=5)[O:1][N:2]=4)[CH:22]=[CH:21][C:8]=3[N:9]=2)[CH2:17][CH2:16]1)([CH3:19])[CH3:20]. The yield is 0.260. (2) The reactants are [C:1]([O:5][C:6]([NH:8][CH:9]([C:28](=[O:32])[N:29]([CH3:31])[CH3:30])[C:10]1[CH:27]=[CH:26][C:13]([O:14][C:15]2[CH:20]=[CH:19][C:18]([CH2:21][CH2:22][C:23](O)=[O:24])=[CH:17][CH:16]=2)=[CH:12][CH:11]=1)=[O:7])([CH3:4])([CH3:3])[CH3:2].[OH:33]N1C2C=CC=CC=2N=N1.Cl.CN(C)CCCN=C=NCC.C(N(CC)CC)C.Cl.[CH2:63]([O:70][NH2:71])[C:64]1[CH:69]=[CH:68][CH:67]=[CH:66][CH:65]=1. The catalyst is CN(C=O)C.CCCCCC.C(OCC)(=O)C. The product is [C:1]([O:5][C:6](=[O:7])[NH:8][CH:9]([C:10]1[CH:27]=[CH:26][C:13]([O:14][C:15]2[CH:20]=[CH:19][C:18]([CH2:21][CH2:22][C:23](=[O:24])[NH:71][O:70][C:63](=[O:33])[C:64]3[CH:69]=[CH:68][CH:67]=[CH:66][CH:65]=3)=[CH:17][CH:16]=2)=[CH:12][CH:11]=1)[C:28](=[O:32])[N:29]([CH3:30])[CH3:31])([CH3:4])([CH3:2])[CH3:3]. The yield is 0.840. (3) The reactants are COC([C:5]1[C:6]2[CH2:7][C:8]([CH3:24])([CH3:23])[CH:9]([C:16]3[CH:21]=[CH:20][CH:19]=[C:18](Br)[CH:17]=3)[NH:10][C:11]=2[CH:12]=[CH:13][C:14]=1[F:15])=O.[C:25]([C:29]1[CH:34]=[CH:33][C:32](B(O)O)=[CH:31][CH:30]=1)([CH3:28])([CH3:27])[CH3:26].[C:38](=[O:41])([O-])[O-:39].[Na+].[Na+].O1CCOC[CH2:45]1. The catalyst is O.C(OCC)(=O)C.C1C=CC([P]([Pd]([P](C2C=CC=CC=2)(C2C=CC=CC=2)C2C=CC=CC=2)([P](C2C=CC=CC=2)(C2C=CC=CC=2)C2C=CC=CC=2)[P](C2C=CC=CC=2)(C2C=CC=CC=2)C2C=CC=CC=2)(C2C=CC=CC=2)C2C=CC=CC=2)=CC=1. The product is [CH3:45][O:39][C:38]([C:12]1[CH:13]=[C:14]([F:15])[CH:5]=[C:6]2[C:11]=1[NH:10][CH:9]([C:16]1[CH:17]=[C:18]([C:32]3[CH:33]=[CH:34][C:29]([C:25]([CH3:28])([CH3:27])[CH3:26])=[CH:30][CH:31]=3)[CH:19]=[CH:20][CH:21]=1)[C:8]([CH3:23])([CH3:24])[CH2:7]2)=[O:41]. The yield is 0.800. (4) The reactants are [C:1]([C:5]1[CH:10]=[CH:9][C:8]([N+:11]([O-:13])=[O:12])=[CH:7][C:6]=1[CH2:14][NH2:15])([CH3:4])([CH3:3])[CH3:2].[CH3:16][C:17]([O:20][C:21](O[C:21]([O:20][C:17]([CH3:19])([CH3:18])[CH3:16])=[O:22])=[O:22])([CH3:19])[CH3:18]. The catalyst is C1COCC1.O. The product is [C:1]([C:5]1[CH:10]=[CH:9][C:8]([N+:11]([O-:13])=[O:12])=[CH:7][C:6]=1[CH2:14][NH:15][C:21](=[O:22])[O:20][C:17]([CH3:19])([CH3:18])[CH3:16])([CH3:4])([CH3:2])[CH3:3]. The yield is 0.780. (5) The reactants are CC(OC(/[N:7]=N/C(OC(C)C)=O)=O)C.[C:32]1(P([C:28]2[CH:33]=[CH:32][CH:31]=CC=2)[C:32]2[CH:31]=CC=[CH:28][CH:33]=2)[CH:31]=CC=[CH:28][CH:33]=1.[C:34]([O:43][CH3:44])(=[O:42])[C:35]1[C:36](=[CH:38][CH:39]=[CH:40][CH:41]=1)[OH:37].[CH2:45]1[CH2:49]OCC1. No catalyst specified. The product is [CH3:44][O:43][C:34](=[O:42])[C:35]1[CH:41]=[CH:40][CH:39]=[CH:38][C:36]=1[O:37][CH2:49][CH2:45][N:7]1[CH2:31][CH2:32][CH2:33][CH2:28]1. The yield is 0.210. (6) The reactants are [Br:1][C:2]1[CH:7]=[C:6]([N+:8]([O-])=O)[CH:5]=[C:4]([C:11]([C:14]2[CH:19]=[CH:18][CH:17]=[C:16]([O:20][CH:21]([F:23])[F:22])[CH:15]=2)([CH3:13])[CH3:12])[CH:3]=1.[NH4+].[Cl-]. The catalyst is CO.O.[Zn]. The product is [Br:1][C:2]1[CH:7]=[C:6]([CH:5]=[C:4]([C:11]([C:14]2[CH:19]=[CH:18][CH:17]=[C:16]([O:20][CH:21]([F:22])[F:23])[CH:15]=2)([CH3:13])[CH3:12])[CH:3]=1)[NH2:8]. The yield is 0.930.